The task is: Predict the reactants needed to synthesize the given product.. This data is from Full USPTO retrosynthesis dataset with 1.9M reactions from patents (1976-2016). (1) Given the product [F:9][C:10]1[CH:11]=[C:12]([C:41]2[CH:46]=[CH:45][CH:44]=[CH:43][C:42]=2[C:47]2[NH:3][C:4](=[O:7])[O:5][N:48]=2)[CH:13]=[CH:14][C:15]=1[CH2:16][C:17]1[C:18](=[O:40])[N:19]([C@H:30]2[CH2:33][C@@H:32]([O:34][CH2:35][C:36]([OH:39])([CH3:38])[CH3:37])[CH2:31]2)[C:20]2[N:21]([N:26]=[C:27]([CH3:29])[N:28]=2)[C:22]=1[CH2:23][CH2:24][CH3:25], predict the reactants needed to synthesize it. The reactants are: [Cl-].O[NH3+:3].[C:4](=[O:7])([O-])[OH:5].[Na+].[F:9][C:10]1[CH:11]=[C:12]([C:41]2[C:42]([C:47]#[N:48])=[CH:43][CH:44]=[CH:45][CH:46]=2)[CH:13]=[CH:14][C:15]=1[CH2:16][C:17]1[C:18](=[O:40])[N:19]([C@H:30]2[CH2:33][C@@H:32]([O:34][CH2:35][C:36]([OH:39])([CH3:38])[CH3:37])[CH2:31]2)[C:20]2[N:21]([N:26]=[C:27]([CH3:29])[N:28]=2)[C:22]=1[CH2:23][CH2:24][CH3:25]. (2) Given the product [NH2:25][C:21]1[C:22]([Cl:24])=[CH:23][C:18]([C:17]([NH:16][CH2:15][C@H:11]2[CH2:10][N:9]([CH2:8][CH2:7][CH2:6][CH2:5][C:4]([O:3][C@@H:1]3[CH:34]4[CH2:35][CH2:36][N:31]([CH2:32][CH2:33]4)[CH2:2]3)=[O:30])[CH2:14][CH2:13][O:12]2)=[O:29])=[C:19]([O:26][CH2:27][CH3:28])[CH:20]=1, predict the reactants needed to synthesize it. The reactants are: [CH2:1]([O:3][C:4](=[O:30])[CH2:5][CH2:6][CH2:7][CH2:8][N:9]1[CH2:14][CH2:13][O:12][C@@H:11]([CH2:15][NH:16][C:17](=[O:29])[C:18]2[CH:23]=[C:22]([Cl:24])[C:21]([NH2:25])=[CH:20][C:19]=2[O:26][CH2:27][CH3:28])[CH2:10]1)[CH3:2].[N:31]12CC[CH:34]([CH2:35][CH2:36]1)[CH:33](O)[CH2:32]2.C(OCC)(=O)C. (3) The reactants are: Cl[C:2]1[N:7]=[C:6]([NH:8][CH:9]2[CH2:11][CH2:10]2)[N:5]=[C:4]([C:12]2[CH:13]=[N:14][CH:15]=[CH:16][CH:17]=2)[C:3]=1[C:18]#[N:19].[SH:20][CH2:21][C:22]([NH2:24])=[O:23].C(=O)([O-])[O-].[Na+].[Na+].[O-]CC.[Na+]. Given the product [NH2:19][C:18]1[C:3]2[C:4]([C:12]3[CH:13]=[N:14][CH:15]=[CH:16][CH:17]=3)=[N:5][C:6]([NH:8][CH:9]3[CH2:11][CH2:10]3)=[N:7][C:2]=2[S:20][C:21]=1[C:22]([NH2:24])=[O:23], predict the reactants needed to synthesize it. (4) Given the product [CH3:23][C:24]1[CH:29]=[CH:28][C:27]([CH3:30])=[CH:26][C:25]=1[O:31][C:32]1[N:37]=[CH:36][C:35]([N:38]2[C:39](=[O:43])[C@@H:40]([CH3:42])[NH:41][C:6]2=[O:10])=[CH:34][CH:33]=1, predict the reactants needed to synthesize it. The reactants are: CC(C1C=[C:6]([O:10]C2N=CC(NC(=O)[C@@H](C)N)=CC=2)C=CC=1)C.[CH3:23][C:24]1[CH:29]=[CH:28][C:27]([CH3:30])=[CH:26][C:25]=1[O:31][C:32]1[N:37]=[CH:36][C:35]([NH:38][C:39](=[O:43])[C@@H:40]([CH3:42])[NH2:41])=[CH:34][CH:33]=1. (5) Given the product [Cl:37][C:38]1[C:39]2[CH:49]=[CH:48][CH:47]=[CH:46][C:40]=2[S:41][C:42]=1[C:43]([N:20]([CH2:19][C:13]1[CH:12]=[C:11]([C:8]2[CH:9]=[CH:10][C:5]([C:3](=[O:4])[N:2]([CH3:1])[CH3:36])=[CH:6][CH:7]=2)[CH:16]=[CH:15][C:14]=1[O:17][CH3:18])[CH:21]1[CH2:26][CH2:25][CH:24]([N:27]([CH3:35])[C:28](=[O:34])[O:29][C:30]([CH3:33])([CH3:31])[CH3:32])[CH2:23][CH2:22]1)=[O:44], predict the reactants needed to synthesize it. The reactants are: [CH3:1][N:2]([CH3:36])[C:3]([C:5]1[CH:10]=[CH:9][C:8]([C:11]2[CH:16]=[CH:15][C:14]([O:17][CH3:18])=[C:13]([CH2:19][NH:20][CH:21]3[CH2:26][CH2:25][CH:24]([N:27]([CH3:35])[C:28](=[O:34])[O:29][C:30]([CH3:33])([CH3:32])[CH3:31])[CH2:23][CH2:22]3)[CH:12]=2)=[CH:7][CH:6]=1)=[O:4].[Cl:37][C:38]1[C:39]2[CH:49]=[CH:48][CH:47]=[CH:46][C:40]=2[S:41][C:42]=1[C:43](Cl)=[O:44]. (6) Given the product [F:1][C:2]1[CH:7]=[CH:6][C:5]([CH:8]([C:20]2[CH:21]=[CH:22][C:23]([F:26])=[CH:24][CH:25]=2)[N:9]2[CH:14]=[CH:13][CH:12]=[C:11]([C:15]([OH:17])=[O:16])[C:10]2=[O:19])=[CH:4][CH:3]=1, predict the reactants needed to synthesize it. The reactants are: [F:1][C:2]1[CH:7]=[CH:6][C:5]([CH:8]([C:20]2[CH:25]=[CH:24][C:23]([F:26])=[CH:22][CH:21]=2)[N:9]2[CH:14]=[CH:13][CH:12]=[C:11]([C:15]([O:17]C)=[O:16])[C:10]2=[O:19])=[CH:4][CH:3]=1.[OH-].[Na+].Cl. (7) The reactants are: [F:1][C:2]1[CH:10]=[CH:9][CH:8]=[C:7]2[C:3]=1[CH:4]=[CH:5][NH:6]2.[BH3-]C#N.[Na+].O. Given the product [F:1][C:2]1[CH:10]=[CH:9][CH:8]=[C:7]2[C:3]=1[CH2:4][CH2:5][NH:6]2, predict the reactants needed to synthesize it.